Dataset: Reaction yield outcomes from USPTO patents with 853,638 reactions. Task: Predict the reaction yield, written as a fraction of the theoretical maximum amount of product (1.0 means a 100% yield; for example, 0.34 means a 34% yield). The reactants are [CH2:1]1[C:10]2[C:5](=[CH:6][CH:7]=[CH:8][CH:9]=2)[CH2:4][CH2:3][CH:2]1[NH:11][C:12]([C:14]1[CH:36]=[CH:35][C:17]([O:18][C:19]2[CH:28]=[C:27]3[C:22]([CH:23]([C:29]([O:31]C)=[O:30])[CH2:24][CH2:25][O:26]3)=[CH:21][C:20]=2[C:33]#[N:34])=[CH:16][CH:15]=1)=[O:13].[OH-].[Na+].CO. The catalyst is C1COCC1.C(OCC)(=O)C.Cl. The product is [CH2:1]1[C:10]2[C:5](=[CH:6][CH:7]=[CH:8][CH:9]=2)[CH2:4][CH2:3][CH:2]1[NH:11][C:12]([C:14]1[CH:36]=[CH:35][C:17]([O:18][C:19]2[CH:28]=[C:27]3[C:22]([CH:23]([C:29]([OH:31])=[O:30])[CH2:24][CH2:25][O:26]3)=[CH:21][C:20]=2[C:33]#[N:34])=[CH:16][CH:15]=1)=[O:13]. The yield is 0.310.